This data is from Catalyst prediction with 721,799 reactions and 888 catalyst types from USPTO. The task is: Predict which catalyst facilitates the given reaction. (1) Reactant: [CH3:1][N:2]1[CH:6]=[C:5]([C:7]2[CH:8]=[C:9]3[C:15]([C:16]4[CH:17]=[C:18]([NH:22][C@H:23]([C:27]([NH:29][CH2:30][C:31]([F:34])([F:33])[F:32])=[O:28])[CH:24]([CH3:26])[CH3:25])[CH:19]=[N:20][CH:21]=4)=[CH:14][N:13](COCC[Si](C)(C)C)[C:10]3=[N:11][CH:12]=2)[CH:4]=[N:3]1.C(O)(C(F)(F)F)=O.C(N)CN.[OH-].[Na+]. Product: [CH3:1][N:2]1[CH:6]=[C:5]([C:7]2[CH:8]=[C:9]3[C:15]([C:16]4[CH:17]=[C:18]([NH:22][C@H:23]([C:27]([NH:29][CH2:30][C:31]([F:32])([F:33])[F:34])=[O:28])[CH:24]([CH3:26])[CH3:25])[CH:19]=[N:20][CH:21]=4)=[CH:14][NH:13][C:10]3=[N:11][CH:12]=2)[CH:4]=[N:3]1. The catalyst class is: 583. (2) Reactant: [CH3:1][NH:2][C:3]([C:5]1[C:13]2[C:8](=[N:9][C:10]([NH:15][S:16]([CH3:19])(=[O:18])=[O:17])=[C:11]([I:14])[CH:12]=2)[O:7][C:6]=1[C:20]1[CH:25]=[CH:24][C:23]([F:26])=[CH:22][CH:21]=1)=[O:4].C([O-])([O-])=O.[Cs+].[Cs+].[CH2:33]([N:36]([CH2:49][CH2:50]Br)[S:37]([C:40]1[CH:45]=[CH:44][CH:43]=[CH:42][C:41]=1[N+:46]([O-:48])=[O:47])(=[O:39])=[O:38])[CH:34]=[CH2:35]. Product: [CH3:1][NH:2][C:3]([C:5]1[C:13]2[C:8](=[N:9][C:10]([N:15]([CH2:50][CH2:49][N:36]([CH2:33][CH:34]=[CH2:35])[S:37]([C:40]3[CH:45]=[CH:44][CH:43]=[CH:42][C:41]=3[N+:46]([O-:48])=[O:47])(=[O:38])=[O:39])[S:16]([CH3:19])(=[O:18])=[O:17])=[C:11]([I:14])[CH:12]=2)[O:7][C:6]=1[C:20]1[CH:25]=[CH:24][C:23]([F:26])=[CH:22][CH:21]=1)=[O:4]. The catalyst class is: 44.